From a dataset of Full USPTO retrosynthesis dataset with 1.9M reactions from patents (1976-2016). Predict the reactants needed to synthesize the given product. (1) Given the product [Cl:1][C:2]1[CH:7]=[CH:6][C:5]([CH2:8][CH2:9][C:10]([O:12][CH3:13])=[O:11])=[C:4]([C:21]2[CH:20]=[CH:19][CH:18]=[C:17]([C:15]#[N:16])[CH:22]=2)[CH:3]=1, predict the reactants needed to synthesize it. The reactants are: [Cl:1][C:2]1[CH:7]=[CH:6][C:5]([CH2:8][CH2:9][C:10]([O:12][CH3:13])=[O:11])=[C:4](I)[CH:3]=1.[C:15]([C:17]1[CH:18]=[C:19](B(O)O)[CH:20]=[CH:21][CH:22]=1)#[N:16]. (2) The reactants are: [N+:1]([C:4]1[CH:11]=[CH:10][C:7]([CH:8]=O)=[CH:6][CH:5]=1)([O-:3])=[O:2].C1(C)C=CC=CC=1.[CH3:19][C:20]1([CH3:28])[O:27][C:25](=[O:26])[CH2:24][C:22](=[O:23])[O:21]1.N1CCCCC1. Given the product [CH3:19][C:20]1([CH3:28])[O:27][C:25](=[O:26])[C:24](=[CH:8][C:7]2[CH:10]=[CH:11][C:4]([N+:1]([O-:3])=[O:2])=[CH:5][CH:6]=2)[C:22](=[O:23])[O:21]1, predict the reactants needed to synthesize it.